Dataset: Peptide-MHC class II binding affinity with 134,281 pairs from IEDB. Task: Regression. Given a peptide amino acid sequence and an MHC pseudo amino acid sequence, predict their binding affinity value. This is MHC class II binding data. (1) The peptide sequence is LTQPLQQLTSLFSQV. The MHC is HLA-DPA10103-DPB10401 with pseudo-sequence HLA-DPA10103-DPB10401. The binding affinity (normalized) is 0.709. (2) The binding affinity (normalized) is 0.638. The peptide sequence is LTVMDRYSVDADLQL. The MHC is DRB4_0103 with pseudo-sequence DRB4_0103. (3) The peptide sequence is TFWMGSHEVNGTWMI. The MHC is HLA-DQA10201-DQB10402 with pseudo-sequence HLA-DQA10201-DQB10402. The binding affinity (normalized) is 0.443.